Dataset: Forward reaction prediction with 1.9M reactions from USPTO patents (1976-2016). Task: Predict the product of the given reaction. (1) Given the reactants [CH:1]([NH2:3])=[S:2].[CH2:4]([O:6][C:7](=[O:20])[CH:8](Br)[C:9]([C:11]1[CH:16]=[CH:15][CH:14]=[CH:13][C:12]=1[O:17][CH3:18])=O)[CH3:5], predict the reaction product. The product is: [CH2:4]([O:6][C:7]([C:8]1[S:2][CH:1]=[N:3][C:9]=1[C:11]1[CH:16]=[CH:15][CH:14]=[CH:13][C:12]=1[O:17][CH3:18])=[O:20])[CH3:5]. (2) Given the reactants [C:1]([C:5]1[N:10]=[CH:9][C:8]([C:11]2[N:12]([C:32]([N:34]3[CH2:39][CH2:38][CH:37]([C:40]([OH:42])=O)[CH2:36][CH2:35]3)=[O:33])[C@@:13]([C:25]3[CH:30]=[CH:29][C:28]([Cl:31])=[CH:27][CH:26]=3)([CH3:24])[C@@:14]([C:17]3[CH:22]=[CH:21][C:20]([Cl:23])=[CH:19][CH:18]=3)([CH3:16])[N:15]=2)=[C:7]([O:43][CH2:44][CH3:45])[CH:6]=1)([CH3:4])([CH3:3])[CH3:2].[NH:46]1[CH2:51][CH2:50][NH:49][CH2:48][CH2:47]1, predict the reaction product. The product is: [C:1]([C:5]1[N:10]=[CH:9][C:8]([C:11]2[N:12]([C:32]([N:34]3[CH2:39][CH2:38][CH:37]([C:40]([N:46]4[CH2:51][CH2:50][NH:49][CH2:48][CH2:47]4)=[O:42])[CH2:36][CH2:35]3)=[O:33])[C@@:13]([C:25]3[CH:30]=[CH:29][C:28]([Cl:31])=[CH:27][CH:26]=3)([CH3:24])[C@@:14]([C:17]3[CH:22]=[CH:21][C:20]([Cl:23])=[CH:19][CH:18]=3)([CH3:16])[N:15]=2)=[C:7]([O:43][CH2:44][CH3:45])[CH:6]=1)([CH3:2])([CH3:4])[CH3:3]. (3) Given the reactants Cl[C:2]1[N:7]=[C:6]([S:8][CH3:9])[N:5]=[C:4]([NH:10][NH:11][C:12](=[O:31])[C@H:13]([CH2:25][CH:26]2[CH2:30][CH2:29][CH2:28][CH2:27]2)[CH2:14][N:15]([O:18][CH:19]2[CH2:24][CH2:23][CH2:22][CH2:21][O:20]2)[CH:16]=[O:17])[C:3]=1[F:32].Cl.[NH:34]1[CH2:37][CH2:36][CH2:35]1.CCN(C(C)C)C(C)C, predict the reaction product. The product is: [N:34]1([C:2]2[N:7]=[C:6]([S:8][CH3:9])[N:5]=[C:4]([NH:10][NH:11][C:12](=[O:31])[C@H:13]([CH2:25][CH:26]3[CH2:30][CH2:29][CH2:28][CH2:27]3)[CH2:14][N:15]([O:18][CH:19]3[CH2:24][CH2:23][CH2:22][CH2:21][O:20]3)[CH:16]=[O:17])[C:3]=2[F:32])[CH2:37][CH2:36][CH2:35]1. (4) Given the reactants [NH2:1][C:2]1[CH:3]=[CH:4][C:5]([CH2:8][C:9]([O:11][CH2:12][CH3:13])=[O:10])=[N:6][CH:7]=1.[CH3:14][C:15]([O:18][C:19](O[C:19]([O:18][C:15]([CH3:17])([CH3:16])[CH3:14])=[O:20])=[O:20])([CH3:17])[CH3:16], predict the reaction product. The product is: [C:15]([O:18][C:19]([NH:1][C:2]1[CH:3]=[CH:4][C:5]([CH2:8][C:9]([O:11][CH2:12][CH3:13])=[O:10])=[N:6][CH:7]=1)=[O:20])([CH3:17])([CH3:16])[CH3:14]. (5) Given the reactants O.[OH-].[Li+].[C:4]1([C:10]2[N:15]=[CH:14][C:13]([C:16]3([C:19]([O:21]CC)=[O:20])[CH2:18][CH2:17]3)=[CH:12][CH:11]=2)[CH:9]=[CH:8][CH:7]=[CH:6][CH:5]=1.Cl, predict the reaction product. The product is: [C:4]1([C:10]2[N:15]=[CH:14][C:13]([C:16]3([C:19]([OH:21])=[O:20])[CH2:18][CH2:17]3)=[CH:12][CH:11]=2)[CH:5]=[CH:6][CH:7]=[CH:8][CH:9]=1. (6) Given the reactants CO[C:3](=[O:14])[C:4]1[CH:9]=[CH:8][C:7]([O:10][CH3:11])=[CH:6][C:5]=1[CH2:12]Br.[C:15]([O:19][C:20]([N:22]1[CH2:27][CH2:26][CH:25]([NH2:28])[CH2:24][CH2:23]1)=[O:21])([CH3:18])([CH3:17])[CH3:16], predict the reaction product. The product is: [C:15]([O:19][C:20]([N:22]1[CH2:27][CH2:26][CH:25]([N:28]2[CH2:12][C:5]3[C:4](=[CH:9][CH:8]=[C:7]([O:10][CH3:11])[CH:6]=3)[C:3]2=[O:14])[CH2:24][CH2:23]1)=[O:21])([CH3:18])([CH3:16])[CH3:17].